From a dataset of Forward reaction prediction with 1.9M reactions from USPTO patents (1976-2016). Predict the product of the given reaction. Given the reactants [CH3:1][O:2][C:3]([C:5]1[C:10]([NH2:11])=[N:9][C:8](/[CH:12]=[CH:13]\[O:14][CH2:15]C)=[CH:7][N:6]=1)=[O:4].CO.[C:19]([O-])(O)=[O:20].[Na+], predict the reaction product. The product is: [CH3:1][O:2][C:3]([C:5]1[C:10]([NH2:11])=[N:9][C:8]([CH2:12][CH:13]([O:14][CH3:15])[O:20][CH3:19])=[CH:7][N:6]=1)=[O:4].